The task is: Predict the reactants needed to synthesize the given product.. This data is from Full USPTO retrosynthesis dataset with 1.9M reactions from patents (1976-2016). (1) Given the product [CH2:1]([C:3]1[CH:4]=[C:5]([CH2:11][C@@H:12]([NH:16][C:17]([N:19]2[CH2:20][CH2:21][CH:22]([N:25]3[CH2:31][CH2:30][C:29]4[CH:32]=[CH:33][CH:34]=[CH:35][C:28]=4[NH:27][C:26]3=[O:36])[CH2:23][CH2:24]2)=[O:18])[C:13]([N:37]2[CH2:42][CH2:41][CH:40]([N:43]3[CH2:48][CH2:47][N:46]([CH2:49][C:50]([O:52][CH2:53][CH3:54])=[O:51])[CH2:45][CH2:44]3)[CH2:39][CH2:38]2)=[O:14])[CH:6]=[CH:7][C:8]=1[CH2:9][CH3:10])[CH3:2], predict the reactants needed to synthesize it. The reactants are: [CH2:1]([C:3]1[CH:4]=[C:5]([CH2:11][C@@H:12]([NH:16][C:17]([N:19]2[CH2:24][CH2:23][CH:22]([N:25]3[CH2:31][CH2:30][C:29]4[CH:32]=[CH:33][CH:34]=[CH:35][C:28]=4[NH:27][C:26]3=[O:36])[CH2:21][CH2:20]2)=[O:18])[C:13](O)=[O:14])[CH:6]=[CH:7][C:8]=1[CH2:9][CH3:10])[CH3:2].[NH:37]1[CH2:42][CH2:41][CH:40]([N:43]2[CH2:48][CH2:47][N:46]([CH2:49][C:50]([O:52][CH2:53][CH3:54])=[O:51])[CH2:45][CH2:44]2)[CH2:39][CH2:38]1. (2) Given the product [C:23]([O:27][C:28]([N:30]1[CH2:39][CH2:38][C:37]2[C:32](=[CH:33][CH:34]=[C:35]([NH:40][C:2]3[N:22]=[C:5]4[C:6]([C:10]5[CH:15]=[C:14]([C:16]([F:19])([F:18])[F:17])[CH:13]=[CH:12][C:11]=5[O:20][CH3:21])=[CH:7][CH:8]=[CH:9][N:4]4[N:3]=3)[CH:36]=2)[CH2:31]1)=[O:29])([CH3:26])([CH3:24])[CH3:25], predict the reactants needed to synthesize it. The reactants are: Cl[C:2]1[N:22]=[C:5]2[C:6]([C:10]3[CH:15]=[C:14]([C:16]([F:19])([F:18])[F:17])[CH:13]=[CH:12][C:11]=3[O:20][CH3:21])=[CH:7][CH:8]=[CH:9][N:4]2[N:3]=1.[C:23]([O:27][C:28]([N:30]1[CH2:39][CH2:38][C:37]2[C:32](=[CH:33][CH:34]=[C:35]([NH2:40])[CH:36]=2)[CH2:31]1)=[O:29])([CH3:26])([CH3:25])[CH3:24].